From a dataset of Forward reaction prediction with 1.9M reactions from USPTO patents (1976-2016). Predict the product of the given reaction. (1) Given the reactants [F:1][C:2]([F:7])([F:6])[C:3]([OH:5])=[O:4].[F:8][C:9]([F:14])([F:13])[C:10]([OH:12])=[O:11].FC(F)(F)C(O)=O.[Cl:22][C:23]1[CH:24]=[N:25][C:26]2[NH:27][C:28]3[CH:29]=[N:30][CH:31]=[C:32]([CH:54]=3)[CH2:33][CH2:34][C:35]3[CH:43]=[C:39]([NH:40][C:41]=1[N:42]=2)[CH:38]=[CH:37][C:36]=3[NH:44][C:45](=[O:53])[CH2:46][CH:47]1[CH2:52][CH2:51][NH:50][CH2:49][CH2:48]1.[CH3:55][C:56]1[O:60][N:59]=[CH:58][C:57]=1[S:61](Cl)(=[O:63])=[O:62], predict the reaction product. The product is: [F:1][C:2]([F:7])([F:6])[C:3]([OH:5])=[O:4].[F:8][C:9]([F:14])([F:13])[C:10]([OH:12])=[O:11].[Cl:22][C:23]1[CH:24]=[N:25][C:26]2[NH:27][C:28]3[CH:29]=[N:30][CH:31]=[C:32]([CH:54]=3)[CH2:33][CH2:34][C:35]3[CH:43]=[C:39]([NH:40][C:41]=1[N:42]=2)[CH:38]=[CH:37][C:36]=3[NH:44][C:45](=[O:53])[CH2:46][CH:47]1[CH2:52][CH2:51][N:50]([S:61]([C:57]2[CH:58]=[N:59][O:60][C:56]=2[CH3:55])(=[O:63])=[O:62])[CH2:49][CH2:48]1. (2) Given the reactants Br[C:2]1[CH:7]=[CH:6][CH:5]=[C:4]([CH2:8][F:9])[N:3]=1.[CH2:10]([N:14]1[CH:18]=[C:17]([C:19]2[CH:24]=[CH:23][CH:22]=[CH:21][C:20]=2[CH3:25])[CH:16]=[N:15]1)[CH2:11][C:12]#[CH:13], predict the reaction product. The product is: [F:9][CH2:8][C:4]1[CH:5]=[CH:6][CH:7]=[C:2]([C:13]#[C:12][CH2:11][CH2:10][N:14]2[CH:18]=[C:17]([C:19]3[CH:24]=[CH:23][CH:22]=[CH:21][C:20]=3[CH3:25])[CH:16]=[N:15]2)[N:3]=1. (3) Given the reactants [F:1][C:2]([F:9])([F:8])/[CH:3]=[CH:4]/[C:5](O)=[O:6].C(Cl)(=O)C(Cl)=O.[CH3:16][N:17]([CH3:32])[C:18]([C:20]1[CH:21]=[N:22][C:23]([N:26]2[CH2:31][CH2:30][NH:29][CH2:28][CH2:27]2)=[CH:24][CH:25]=1)=[O:19].CCN(C(C)C)C(C)C, predict the reaction product. The product is: [CH3:16][N:17]([CH3:32])[C:18]([C:20]1[CH:21]=[N:22][C:23]([N:26]2[CH2:31][CH2:30][N:29]([C:5](=[O:6])/[CH:4]=[CH:3]/[C:2]([F:9])([F:8])[F:1])[CH2:28][CH2:27]2)=[CH:24][CH:25]=1)=[O:19]. (4) The product is: [CH3:38][C@@H:37]1[CH2:36][C:35]2[C:30](=[CH:31][CH:32]=[CH:33][CH:34]=2)[CH2:29][N:28]1[C:26]([C:25]1[C:17]([C:8]2[N:7]3[C:11]([CH2:12][CH:4]([O:3][CH2:41][CH:40]=[CH2:39])[CH2:5][CH2:6]3)=[C:10]([C:13]([O:15][CH3:16])=[O:14])[CH:9]=2)=[CH:18][C:19]2[O:23][CH2:22][O:21][C:20]=2[CH:24]=1)=[O:27]. Given the reactants [H-].[Na+].[OH:3][CH:4]1[CH2:12][C:11]2[N:7]([C:8]([C:17]3[C:25]([C:26]([N:28]4[C@H:37]([CH3:38])[CH2:36][C:35]5[C:30](=[CH:31][CH:32]=[CH:33][CH:34]=5)[CH2:29]4)=[O:27])=[CH:24][C:20]4[O:21][CH2:22][O:23][C:19]=4[CH:18]=3)=[CH:9][C:10]=2[C:13]([O:15][CH3:16])=[O:14])[CH2:6][CH2:5]1.[CH2:39](Br)[CH:40]=[CH2:41].[NH4+].[Cl-], predict the reaction product. (5) Given the reactants [Cl:1][C:2]1[CH:7]=[CH:6][C:5]([S:8]([N:11]2[CH:19]3[CH2:20][CH2:21][CH2:22][CH:12]2[C:13]2[CH:14]=[N:15][NH:16][C:17]=2[CH2:18]3)(=[O:10])=[O:9])=[CH:4][CH:3]=1.[C:23](Cl)(=[O:27])[CH:24]([CH3:26])[CH3:25], predict the reaction product. The product is: [Cl:1][C:2]1[CH:7]=[CH:6][C:5]([S:8]([N:11]2[CH:19]3[CH2:20][CH2:21][CH2:22][CH:12]2[C:13]2[C:17]([CH2:18]3)=[N:16][N:15]([C:23](=[O:27])[CH:24]([CH3:26])[CH3:25])[CH:14]=2)(=[O:9])=[O:10])=[CH:4][CH:3]=1. (6) Given the reactants [N:1]1([C:5]([C:7]2[CH:8]=[C:9]([Cl:37])[C:10]([O:13][C:14]3[CH:19]=[C:18]([C:20]4[NH:21][C:22]([C:25]5[O:26][C@@H:27]([CH3:30])[CH2:28][N:29]=5)=[CH:23][CH:24]=4)[CH:17]=[C:16]([O:31][C@@H:32]([CH3:36])[CH2:33][O:34]C)[CH:15]=3)=[N:11][CH:12]=2)=[O:6])[CH2:4][CH2:3][CH2:2]1.B(Br)(Br)Br.[Cl-].[NH4+], predict the reaction product. The product is: [N:1]1([C:5]([C:7]2[CH:8]=[C:9]([Cl:37])[C:10]([O:13][C:14]3[CH:15]=[C:16]([CH:17]=[C:18]([C:20]4[NH:21][C:22]([C:25]5[O:26][C@@H:27]([CH3:30])[CH2:28][N:29]=5)=[CH:23][CH:24]=4)[CH:19]=3)[O:31][C@@H:32]([CH3:36])[CH2:33][OH:34])=[N:11][CH:12]=2)=[O:6])[CH2:2][CH2:3][CH2:4]1.